This data is from Peptide-MHC class II binding affinity with 134,281 pairs from IEDB. The task is: Regression. Given a peptide amino acid sequence and an MHC pseudo amino acid sequence, predict their binding affinity value. This is MHC class II binding data. (1) The peptide sequence is INAIFEENEVDISVV. The MHC is HLA-DQA10201-DQB10303 with pseudo-sequence HLA-DQA10201-DQB10303. The binding affinity (normalized) is 0.275. (2) The peptide sequence is NKHNRLYMEARPLEE. The MHC is HLA-DQA10301-DQB10302 with pseudo-sequence HLA-DQA10301-DQB10302. The binding affinity (normalized) is 0.339. (3) The binding affinity (normalized) is 0. The peptide sequence is PDKPSLDISLETVAID. The MHC is DRB1_1101 with pseudo-sequence DRB1_1101.